From a dataset of Full USPTO retrosynthesis dataset with 1.9M reactions from patents (1976-2016). Predict the reactants needed to synthesize the given product. (1) Given the product [C:20]([NH:19][C:16]1[CH:17]=[CH:18][C:13]([O:12][C:8]2[CH:7]=[C:6]([CH2:5][C:4]([OH:38])=[O:3])[CH:11]=[CH:10][CH:9]=2)=[C:14]([CH2:23][N:24]([C:34]([O:36][CH3:37])=[O:35])[C@@H:25]([CH3:33])[CH2:26][C:27]2[CH:28]=[CH:29][CH:30]=[CH:31][CH:32]=2)[CH:15]=1)(=[O:22])[CH3:21], predict the reactants needed to synthesize it. The reactants are: C([O:3][C:4](=[O:38])[CH2:5][C:6]1[CH:11]=[CH:10][CH:9]=[C:8]([O:12][C:13]2[CH:18]=[CH:17][C:16]([NH:19][C:20](=[O:22])[CH3:21])=[CH:15][C:14]=2[CH2:23][N:24]([C:34]([O:36][CH3:37])=[O:35])[C@@H:25]([CH3:33])[CH2:26][C:27]2[CH:32]=[CH:31][CH:30]=[CH:29][CH:28]=2)[CH:7]=1)C.[OH-].[Li+].Cl. (2) Given the product [NH2:21][CH2:20][C:17]1[CH:18]=[CH:19][C:13]2[S:12][C:11]([CH2:7][CH:8]([CH3:9])[CH3:10])=[N:15][C:14]=2[CH:16]=1, predict the reactants needed to synthesize it. The reactants are: [H-].[Al+3].[Li+].[H-].[H-].[H-].[CH2:7]([C:11]1[S:12][C:13]2[CH:19]=[CH:18][C:17]([C:20]#[N:21])=[CH:16][C:14]=2[N:15]=1)[CH:8]([CH3:10])[CH3:9].O.[OH-].[Na+]. (3) Given the product [CH:1]([N:4]1[C:8]([C:9]2[C:14]([CH2:15][O:16][C:17]3[CH:18]=[CH:19][C:20]4[N:24]=[CH:23][NH:22][C:21]=4[C:32]=3[CH:47]=[O:48])=[CH:13][CH:12]=[CH:11][N:10]=2)=[CH:7][CH:6]=[N:5]1)([CH3:3])[CH3:2], predict the reactants needed to synthesize it. The reactants are: [CH:1]([N:4]1[C:8]([C:9]2[C:14]([CH2:15][O:16][C:17]3[CH:18]=[CH:19][C:20]4[N:24]=[CH:23][N:22](C(OC(C)(C)C)=O)[C:21]=4[CH:32]=3)=[CH:13][CH:12]=[CH:11][N:10]=2)=[CH:7][CH:6]=[N:5]1)([CH3:3])[CH3:2].C(N1C(C2C([CH2:47][O:48]C3C=CC4N(C(OC(C)(C)C)=O)C=NC=4C=3)=CC=CN=2)=CC=N1)(C)C.N12CN3CN(CN(C3)C1)C2.C12CC3CC(CC(C3)C1)C2. (4) Given the product [Cl:1][C:2]1[CH:7]=[C:6]([C:8]2[CH:13]=[CH:12][CH:11]=[CH:10][CH:9]=2)[CH:5]=[CH:4][C:3]=1[O:14][CH2:24][C:19]1[CH:20]=[CH:21][CH:22]=[CH:23][C:18]=1[C:17]([OH:26])=[O:16], predict the reactants needed to synthesize it. The reactants are: [Cl:1][C:2]1[CH:7]=[C:6]([C:8]2[CH:13]=[CH:12][CH:11]=[CH:10][CH:9]=2)[CH:5]=[CH:4][C:3]=1[OH:14].C[O:16][C:17](=[O:26])[C:18]1[CH:23]=[CH:22][CH:21]=[CH:20][C:19]=1[CH2:24]Br. (5) Given the product [CH3:17][N:4]1[C:3]([C:18]([N:20]2[CH2:25][CH2:24][CH:23]([N:26]3[CH2:30][CH2:29][CH2:28][CH2:27]3)[CH2:22][CH2:21]2)=[O:19])=[C:2]([C:35]2[CH:36]=[N:31][CH:32]=[N:33][CH:34]=2)[N:6]=[C:5]1[C:7]1[CH:12]=[CH:11][CH:10]=[C:9]([C:13]([F:16])([F:15])[F:14])[CH:8]=1, predict the reactants needed to synthesize it. The reactants are: I[C:2]1[N:6]=[C:5]([C:7]2[CH:12]=[CH:11][CH:10]=[C:9]([C:13]([F:16])([F:15])[F:14])[CH:8]=2)[N:4]([CH3:17])[C:3]=1[C:18]([N:20]1[CH2:25][CH2:24][CH:23]([N:26]2[CH2:30][CH2:29][CH2:28][CH2:27]2)[CH2:22][CH2:21]1)=[O:19].[N:31]1[CH:36]=[C:35](B(O)O)[CH:34]=[N:33][CH:32]=1.